This data is from Full USPTO retrosynthesis dataset with 1.9M reactions from patents (1976-2016). The task is: Predict the reactants needed to synthesize the given product. The reactants are: Br[C:2]1[CH:7]=[CH:6][CH:5]=[C:4]([CH3:8])[N:3]=1.CCCCCC.C([Li])CCC.[CH3:20][C:21]1[CH:22]=[C:23]([O:26][C:27]=1[CH3:28])[CH:24]=[O:25]. Given the product [CH3:20][C:21]1[CH:22]=[C:23]([CH:24]([C:2]2[CH:7]=[CH:6][CH:5]=[C:4]([CH3:8])[N:3]=2)[OH:25])[O:26][C:27]=1[CH3:28], predict the reactants needed to synthesize it.